This data is from Aqueous solubility values for 9,982 compounds from the AqSolDB database. The task is: Regression/Classification. Given a drug SMILES string, predict its absorption, distribution, metabolism, or excretion properties. Task type varies by dataset: regression for continuous measurements (e.g., permeability, clearance, half-life) or binary classification for categorical outcomes (e.g., BBB penetration, CYP inhibition). For this dataset (solubility_aqsoldb), we predict Y. (1) The drug is COc1cc2c3c(ccc4c5ccc6c7c(cc(OC)c(c1c34)c75)-c1ccccc1C6=O)C(=O)c1ccccc1-2. The Y is -5.60 log mol/L. (2) The drug is CCC1OC(=O)C(C)C(OC2CC(C)(OC)C(O)C(C)O2)C(C)C(OC2OC(C)CC(N(C)C)C2O)C(C)(O)CC(C)C(=O)C(C)C(O)C1(C)O. The Y is -1.27 log mol/L. (3) The drug is CC(=O)OCC(=O)C1(O)CCC2C3CCC4=CC(=O)CCC4(C)C3C(=O)CC21C. The Y is -4.21 log mol/L. (4) The drug is CCOC(N)=O. The Y is 0.731 log mol/L. (5) The compound is CCCCCCCCC=O. The Y is -3.15 log mol/L. (6) The compound is CC1=CCC(C)C(C)C1=O. The Y is -1.89 log mol/L. (7) The drug is CCOC(=O)CCCCC(=O)OCC. The Y is -1.68 log mol/L. (8) The Y is -7.13 log mol/L. The drug is Clc1cccc(-c2cc(Cl)c(Cl)cc2Cl)c1.